This data is from Full USPTO retrosynthesis dataset with 1.9M reactions from patents (1976-2016). The task is: Predict the reactants needed to synthesize the given product. The reactants are: [Cl:1][C:2]1[C:11]2[C:6](=[CH:7][CH:8]=[C:9]([CH:12]([C:14]3[C:15]([CH3:21])=[N:16][C:17]([CH3:20])=[CH:18][CH:19]=3)[OH:13])[CH:10]=2)[N:5]=[C:4]([O:22][CH3:23])[C:3]=1[CH2:24][CH:25]([CH3:27])[CH3:26]. Given the product [Cl:1][C:2]1[C:11]2[C:6](=[CH:7][CH:8]=[C:9]([C:12]([C:14]3[C:15]([CH3:21])=[N:16][C:17]([CH3:20])=[CH:18][CH:19]=3)=[O:13])[CH:10]=2)[N:5]=[C:4]([O:22][CH3:23])[C:3]=1[CH2:24][CH:25]([CH3:27])[CH3:26], predict the reactants needed to synthesize it.